This data is from Full USPTO retrosynthesis dataset with 1.9M reactions from patents (1976-2016). The task is: Predict the reactants needed to synthesize the given product. (1) Given the product [CH2:1]([O:8][C:9]([N:11]1[CH2:15][CH:14]([O:16][C:28](=[O:30])[CH3:29])[CH2:13][CH:12]1[CH2:17][C:18]1[C:26]2[C:21](=[CH:22][C:23]([F:27])=[CH:24][CH:25]=2)[NH:20][CH:19]=1)=[O:10])[C:2]1[CH:7]=[CH:6][CH:5]=[CH:4][CH:3]=1, predict the reactants needed to synthesize it. The reactants are: [CH2:1]([O:8][C:9]([N:11]1[CH2:15][CH:14]([OH:16])[CH2:13][CH:12]1[CH2:17][C:18]1[C:26]2[C:21](=[CH:22][C:23]([F:27])=[CH:24][CH:25]=2)[NH:20][CH:19]=1)=[O:10])[C:2]1[CH:7]=[CH:6][CH:5]=[CH:4][CH:3]=1.[C:28](OC(=O)C)(=[O:30])[CH3:29]. (2) Given the product [CH3:1][S:2]([O:15][CH:13]([CH:12]([C:6]1[CH:11]=[CH:10][CH:9]=[CH:8][CH:7]=1)[CH2:16][CH2:17][O:18][Si:19]([CH:26]([CH3:28])[CH3:27])([CH:20]([CH3:21])[CH3:22])[CH:23]([CH3:25])[CH3:24])[CH3:14])(=[O:4])=[O:3], predict the reactants needed to synthesize it. The reactants are: [CH3:1][S:2](Cl)(=[O:4])=[O:3].[C:6]1([CH:12]([CH2:16][CH2:17][O:18][Si:19]([CH:26]([CH3:28])[CH3:27])([CH:23]([CH3:25])[CH3:24])[CH:20]([CH3:22])[CH3:21])[CH:13]([OH:15])[CH3:14])[CH:11]=[CH:10][CH:9]=[CH:8][CH:7]=1.C(N(CC)CC)C.O. (3) The reactants are: C(O[C:4](=[O:30])[C:5]([NH:7][C:8]1[CH:13]=[CH:12][C:11]([C:14](=[O:29])[CH:15]=[CH:16][C:17]2[CH:22]=[CH:21][CH:20]=[C:19]([N:23]3[CH2:28][CH2:27][O:26][CH2:25][CH2:24]3)[N:18]=2)=[CH:10][CH:9]=1)=[O:6])C.[NH:31]1[CH2:36][CH2:35][O:34][CH2:33][CH2:32]1. Given the product [N:31]1([C:4](=[O:30])[C:5]([NH:7][C:8]2[CH:9]=[CH:10][C:11]([C:14](=[O:29])[CH:15]=[CH:16][C:17]3[CH:22]=[CH:21][CH:20]=[C:19]([N:23]4[CH2:28][CH2:27][O:26][CH2:25][CH2:24]4)[N:18]=3)=[CH:12][CH:13]=2)=[O:6])[CH2:36][CH2:35][O:34][CH2:33][CH2:32]1, predict the reactants needed to synthesize it. (4) Given the product [Cl:80][C:78]1[C:32]([N:33]([CH3:34])[CH3:35])=[CH:31][C:30]2[O:45][CH:51]([C:73]([N:64]3[CH2:65][CH2:66][C:61]([CH2:67][O:24][C:22]([CH:10]4[CH2:9][NH:8][C:13]5[CH:14]=[C:15]([Cl:21])[C:16]([N:18]([CH3:19])[CH3:20])=[CH:17][C:12]=5[O:11]4)=[O:23])([CH2:60][C:59]4[CH:69]=[CH:70][C:56]([F:55])=[CH:57][CH:58]=4)[CH2:62][CH2:63]3)=[O:75])[CH2:49][NH:48][C:52]=2[CH:54]=1, predict the reactants needed to synthesize it. The reactants are: C(OC([N:8]1[C:13]2[CH:14]=[C:15]([Cl:21])[C:16]([N:18]([CH3:20])[CH3:19])=[CH:17][C:12]=2[O:11][CH:10]([C:22]([OH:24])=[O:23])[CH2:9]1)=O)(C)(C)C.CCN=C=N[CH2:30][CH2:31][CH2:32][N:33]([CH3:35])[CH3:34].C1C=CC2N([OH:45])N=NC=2C=1.CC[N:48]([CH:52]([CH3:54])C)[CH:49]([CH3:51])C.[F:55][C:56]1[CH:70]=[CH:69][C:59]([CH2:60][C:61]2([CH2:67]O)[CH2:66][CH2:65][NH:64][CH2:63][CH2:62]2)=[CH:58][CH:57]=1.FC(F)(F)[C:73]([OH:75])=O.[CH2:78]([Cl:80])Cl. (5) Given the product [CH2:1]([O:3][C:4](=[O:7])[CH2:5][O:6][CH2:19][C:14]1[C:15]([NH2:18])=[N:16][CH:17]=[C:12]([Br:11])[CH:13]=1)[CH3:2], predict the reactants needed to synthesize it. The reactants are: [CH2:1]([O:3][C:4](=[O:7])[CH2:5][OH:6])[CH3:2].[H-].[Na+].Br.[Br:11][C:12]1[CH:13]=[C:14]([CH2:19]Br)[C:15]([NH2:18])=[N:16][CH:17]=1.O. (6) Given the product [CH3:1][N:5]1[C:13]2[C:8](=[CH:9][CH:10]=[CH:11][CH:12]=2)[CH:7]=[C:6]1[C:14]([N:16]1[CH2:21][CH2:20][C:19]2[N:22]=[C:23]([CH2:25][O:26][C:27]3[CH:32]=[CH:31][CH:30]=[CH:29][CH:28]=3)[O:24][C:18]=2[CH2:17]1)=[O:15], predict the reactants needed to synthesize it. The reactants are: [CH3:1]I.[H-].[Na+].[NH:5]1[C:13]2[C:8](=[CH:9][CH:10]=[CH:11][CH:12]=2)[CH:7]=[C:6]1[C:14]([N:16]1[CH2:21][CH2:20][C:19]2[N:22]=[C:23]([CH2:25][O:26][C:27]3[CH:32]=[CH:31][CH:30]=[CH:29][CH:28]=3)[O:24][C:18]=2[CH2:17]1)=[O:15]. (7) Given the product [OH:27][C:15]1([C:12]2[CH:13]=[CH:14][C:9]([O:8][CH2:7][CH2:6][NH:5][C:1](=[O:3])[CH3:2])=[CH:10][CH:11]=2)[CH2:19][CH2:18][CH2:17][CH:16]1[NH:20][S:21]([CH:24]([CH3:25])[CH3:26])(=[O:23])=[O:22], predict the reactants needed to synthesize it. The reactants are: [C:1](Cl)(=[O:3])[CH3:2].[NH2:5][CH2:6][CH2:7][O:8][C:9]1[CH:14]=[CH:13][C:12]([C:15]2([OH:27])[CH2:19][CH2:18][CH2:17][CH:16]2[NH:20][S:21]([CH:24]([CH3:26])[CH3:25])(=[O:23])=[O:22])=[CH:11][CH:10]=1.C(N(CC)CC)C. (8) Given the product [CH:1]([O:4][C:5](=[O:38])[NH:6][C:7]1[CH:8]=[CH:9][C:10]([C:13]2[N:14]([CH:34]3[CH2:35][CH2:36][CH2:37]3)[C:15]3[C:20]([C:21]=2[C:22]#[N:23])=[CH:19][CH:18]=[C:17]([O:24][CH2:25][CH2:26][CH:27]([OH:28])[CH2:31][OH:30])[CH:16]=3)=[CH:11][CH:12]=1)([CH3:3])[CH3:2], predict the reactants needed to synthesize it. The reactants are: [CH:1]([O:4][C:5](=[O:38])[NH:6][C:7]1[CH:12]=[CH:11][C:10]([C:13]2[N:14]([CH:34]3[CH2:37][CH2:36][CH2:35]3)[C:15]3[C:20]([C:21]=2[C:22]#[N:23])=[CH:19][CH:18]=[C:17]([O:24][CH2:25][CH2:26][CH:27]2[CH2:31][O:30]C(C)(C)[O:28]2)[CH:16]=3)=[CH:9][CH:8]=1)([CH3:3])[CH3:2].C(O)(C(F)(F)F)=O. (9) Given the product [C:6]([C:5]1[C:9]([NH:11][C:12]2[CH:17]=[CH:16][C:15]([C:18]([N:20]3[CH2:25][CH2:24][O:23][CH2:22][CH2:21]3)=[O:19])=[CH:14][CH:13]=2)=[CH:10][C:2]([N:30]2[CH2:35][CH2:34][CH2:33][C@@H:32]([NH:36][C:37](=[O:43])[O:38][C:39]([CH3:41])([CH3:40])[CH3:42])[CH2:31]2)=[N:3][C:4]=1[O:26][CH2:27][CH2:28][CH3:29])(=[O:7])[NH2:8], predict the reactants needed to synthesize it. The reactants are: Cl[C:2]1[CH:10]=[C:9]([NH:11][C:12]2[CH:17]=[CH:16][C:15]([C:18]([N:20]3[CH2:25][CH2:24][O:23][CH2:22][CH2:21]3)=[O:19])=[CH:14][CH:13]=2)[C:5]([C:6]([NH2:8])=[O:7])=[C:4]([O:26][CH2:27][CH2:28][CH3:29])[N:3]=1.[NH:30]1[CH2:35][CH2:34][CH2:33][C@@H:32]([NH:36][C:37](=[O:43])[O:38][C:39]([CH3:42])([CH3:41])[CH3:40])[CH2:31]1.C(OCC)(=O)C. (10) Given the product [CH3:3][C:4]1[O:8][N:7]=[C:6]([C:9]([NH:11][C@H:12]2[C:20]3[C:15](=[CH:16][CH:17]=[C:18]([C:21]([OH:23])=[O:22])[CH:19]=3)[CH2:14][CH2:13]2)=[O:10])[CH:5]=1, predict the reactants needed to synthesize it. The reactants are: [Li+].[OH-].[CH3:3][C:4]1[O:8][N:7]=[C:6]([C:9]([NH:11][C@H:12]2[C:20]3[C:15](=[CH:16][CH:17]=[C:18]([C:21]([O:23]C)=[O:22])[CH:19]=3)[CH2:14][CH2:13]2)=[O:10])[CH:5]=1.